This data is from Full USPTO retrosynthesis dataset with 1.9M reactions from patents (1976-2016). The task is: Predict the reactants needed to synthesize the given product. (1) Given the product [F:1][C:2]1[CH:7]=[CH:6][C:5]([CH:8]2[O:50][C:48](=[O:33])[NH:45][CH:9]2[CH2:13][C:14]2[CH:19]=[CH:18][C:17]([C:20]([F:22])([F:21])[F:23])=[C:16]([F:24])[CH:15]=2)=[CH:4][CH:3]=1, predict the reactants needed to synthesize it. The reactants are: [F:1][C:2]1[CH:7]=[CH:6][C:5]([CH:8](O)[CH:9]([CH2:13][C:14]2[CH:19]=[CH:18][C:17]([C:20]([F:23])([F:22])[F:21])=[C:16]([F:24])[CH:15]=2)C(O)=O)=[CH:4][CH:3]=1.C1(P(N=[N+]=[N-])(C2C=CC=CC=2)=[O:33])C=CC=CC=1.C([N:45]([CH2:48]C)CC)C.[OH2:50]. (2) Given the product [CH:64]1([C@@H:45]([C:42]2[CH:43]=[CH:44][C:39]([C:9]3[CH:8]=[CH:17][C:18](=[O:21])[N:5]([CH3:4])[CH:10]=3)=[CH:40][CH:41]=2)[N:46]2[CH2:51][CH2:50][C@:49]([CH2:58][C:59]([OH:62])([CH3:61])[CH3:60])([C:52]3[CH:57]=[CH:56][CH:55]=[CH:54][CH:53]=3)[O:48][C:47]2=[O:63])[CH2:66][CH2:65]1, predict the reactants needed to synthesize it. The reactants are: C1([C@@H:4](C2C=CC(B3OC(C)(C)C(C)(C)O3)=CC=2)[N:5]2[CH2:10][CH2:9][C@:8]([CH2:17][C:18]([OH:21])(C)C)(C3C=CC=CC=3)OC2=O)CC1.Br[C:39]1[CH:44]=[CH:43][C:42]([C@H:45]([CH:64]2[CH2:66][CH2:65]2)[N:46]2[CH2:51][CH2:50][C@:49]([CH2:58][C:59]([OH:62])([CH3:61])[CH3:60])([C:52]3[CH:57]=[CH:56][CH:55]=[CH:54][CH:53]=3)[O:48][C:47]2=[O:63])=[CH:41][CH:40]=1.BrC1C=CC(=O)N(C)C=1. (3) Given the product [C:1]([NH:4][CH2:5][CH2:6][CH2:7][S:8]([O:11][CH2:12][C:13]([CH3:18])([CH3:17])[CH2:14][C:15]([O:27][CH3:26])=[O:16])(=[O:10])=[O:9])(=[O:3])[CH3:2], predict the reactants needed to synthesize it. The reactants are: [C:1]([NH:4][CH2:5][CH2:6][CH2:7][S:8]([O:11][CH2:12][C:13]([CH3:18])([CH3:17])[CH2:14][CH:15]=[O:16])(=[O:10])=[O:9])(=[O:3])[CH3:2].CO.IN1[C:26](=[O:27])CCC1=O.C(=O)([O-])[O-].[K+].[K+]. (4) Given the product [C:22]([O:25][C:26]([NH:2][CH2:3][C:4]1[CH:13]=[CH:12][CH:11]=[CH:10][C:5]=1[C:6]([O:8][CH3:9])=[O:7])=[O:27])([CH3:24])([CH3:23])[CH3:21], predict the reactants needed to synthesize it. The reactants are: Cl.[NH2:2][CH2:3][C:4]1[CH:13]=[CH:12][CH:11]=[CH:10][C:5]=1[C:6]([O:8][CH3:9])=[O:7].C(N(CC)CC)C.[CH3:21][C:22]([O:25][C:26](O[C:26]([O:25][C:22]([CH3:24])([CH3:23])[CH3:21])=[O:27])=[O:27])([CH3:24])[CH3:23].[NH4+].[Cl-]. (5) Given the product [C:2](=[O:3])([O:4][CH2:5][CH3:6])[O:7][C:8]1[CH:13]=[CH:12][C:11]([C:14]2[CH:19]=[CH:18][CH:17]=[CH:16][CH:15]=2)=[CH:10][C:9]=1[CH2:20][CH2:21][CH3:22], predict the reactants needed to synthesize it. The reactants are: Cl[C:2]([O:4][CH2:5][CH3:6])=[O:3].[OH:7][C:8]1[CH:13]=[CH:12][C:11]([C:14]2[CH:19]=[CH:18][CH:17]=[CH:16][CH:15]=2)=[CH:10][C:9]=1[CH2:20][CH2:21][CH3:22].C(N(CC)CC)C.